This data is from Reaction yield outcomes from USPTO patents with 853,638 reactions. The task is: Predict the reaction yield, written as a fraction of the theoretical maximum amount of product (1.0 means a 100% yield; for example, 0.34 means a 34% yield). (1) The reactants are [CH3:1][N:2]1[C:6]([C:7](=[O:9])[CH3:8])=[CH:5][N:4]=[C:3]1[C:10]([F:13])([F:12])[F:11]. The catalyst is CN(C(OC)OC)C.CN(C=O)C.O. The product is [CH3:1][N:2]([CH3:6])/[CH:3]=[CH:8]/[C:7]([C:6]1[N:2]([CH3:1])[C:3]([C:10]([F:12])([F:13])[F:11])=[N:4][CH:5]=1)=[O:9]. The yield is 0.930. (2) The reactants are [NH2:1][C:2](=[O:41])[CH2:3][C:4]1[CH:40]=[CH:39][CH:38]=[CH:37][C:5]=1[CH2:6][CH2:7][C:8]1[C:13]([C:14]([F:17])([F:16])[F:15])=[CH:12][N:11]=[C:10]([NH:18][C:19]2[CH:36]=[CH:35][C:22]([CH2:23][N:24]([CH2:32][CH2:33][OH:34])C(=O)OC(C)(C)C)=[CH:21][CH:20]=2)[N:9]=1.FC(F)(F)C(O)=O. The catalyst is C(Cl)Cl. The product is [OH:34][CH2:33][CH2:32][NH:24][CH2:23][C:22]1[CH:21]=[CH:20][C:19]([NH:18][C:10]2[N:9]=[C:8]([CH2:7][CH2:6][C:5]3[CH:37]=[CH:38][CH:39]=[CH:40][C:4]=3[CH2:3][C:2]([NH2:1])=[O:41])[C:13]([C:14]([F:17])([F:16])[F:15])=[CH:12][N:11]=2)=[CH:36][CH:35]=1. The yield is 0.230. (3) The reactants are [O:1]=[S:2]1(=[O:15])[CH2:6][C:5]2[CH:7]=[CH:8][C:9]([CH2:11][C:12]([OH:14])=O)=[CH:10][C:4]=2[NH:3]1.CCN=C=NCCCN(C)C.C1C=CC2N(O)N=NC=2C=1.C(N(CC)CC)C.FC(F)(F)C(O)=O.[CH3:51][NH:52][C@@H:53]([C:61]1[CH:66]=[CH:65][CH:64]=[C:63]([C:67]([F:70])([F:69])[F:68])[CH:62]=1)[CH2:54][N:55]1[CH2:59][CH2:58][C@H:57]([OH:60])[CH2:56]1. The catalyst is CN(C)C=O.ClCCl. The product is [O:15]=[S:2]1(=[O:1])[CH2:6][C:5]2[CH:7]=[CH:8][C:9]([CH2:11][C:12]([N:52]([C@@H:53]([C:61]3[CH:66]=[CH:65][CH:64]=[C:63]([C:67]([F:70])([F:68])[F:69])[CH:62]=3)[CH2:54][N:55]3[CH2:59][CH2:58][C@H:57]([OH:60])[CH2:56]3)[CH3:51])=[O:14])=[CH:10][C:4]=2[NH:3]1. The yield is 0.400. (4) The reactants are [C:1]1([C@H:7]([O:9][C:10](=[O:25])[NH:11][C:12]2[N:13]([CH3:24])[N:14]=[N:15][C:16]=2[C:17]2[CH:22]=[CH:21][C:20](Br)=[CH:19][CH:18]=2)[CH3:8])[CH:6]=[CH:5][CH:4]=[CH:3][CH:2]=1.CC1(C)C(C)(C)OB([C:34]2[CH:39]=[CH:38][C:37]([CH2:40][C:41]([O:43][CH2:44][CH3:45])=[O:42])=[CH:36][CH:35]=2)O1.CC(C1C=C(C(C)C)C(C2C=CC=CC=2P(C2CCCCC2)C2CCCCC2)=C(C(C)C)C=1)C.P([O-])([O-])([O-])=O.[K+].[K+].[K+]. The catalyst is C1(C)C=CC=CC=1.C([O-])(=O)C.[Pd+2].C([O-])(=O)C.O. The product is [CH2:44]([O:43][C:41](=[O:42])[CH2:40][C:37]1[CH:38]=[CH:39][C:34]([C:20]2[CH:21]=[CH:22][C:17]([C:16]3[N:15]=[N:14][N:13]([CH3:24])[C:12]=3[NH:11][C:10]([O:9][C@@H:7]([C:1]3[CH:6]=[CH:5][CH:4]=[CH:3][CH:2]=3)[CH3:8])=[O:25])=[CH:18][CH:19]=2)=[CH:35][CH:36]=1)[CH3:45]. The yield is 0.483. (5) The reactants are [CH3:1][C:2]([CH3:8])([CH2:5][CH2:6][OH:7])[CH2:3][OH:4].N1C=CN=C1.[Si:14](Cl)([C:17]([CH3:20])([CH3:19])[CH3:18])([CH3:16])[CH3:15]. The catalyst is C1COCC1. The product is [Si:14]([O:7][CH2:6][CH2:5][C:2]([CH3:8])([CH3:1])[CH2:3][OH:4])([C:17]([CH3:20])([CH3:19])[CH3:18])([CH3:16])[CH3:15]. The yield is 0.730. (6) The reactants are [CH3:1][C:2]1[CH:3]([C:10]2[CH:17]=[CH:16][CH:15]=[CH:14][C:11]=2[CH:12]=O)[C:4]([CH3:9])=[C:5]([CH3:8])[C:6]=1[CH3:7].[CH3:18][C:19]1[CH:20]=[C:21]([CH:23]=[C:24]([CH3:26])[CH:25]=1)[NH2:22].C(O)(=O)C.[BH4-].[Na+]. The catalyst is C(O)C.C1(C)C=CC=CC=1.O. The product is [CH3:1][C:2]1[CH:3]([C:10]2[CH:17]=[CH:16][CH:15]=[CH:14][C:11]=2[CH2:12][NH:22][C:21]2[CH:23]=[C:24]([CH3:26])[CH:25]=[C:19]([CH3:18])[CH:20]=2)[C:4]([CH3:9])=[C:5]([CH3:8])[C:6]=1[CH3:7]. The yield is 0.733. (7) The reactants are [Cl:1][C:2]1[CH:11]=[C:10]2[C:5]([CH:6]=[CH:7][CH:8]=[N:9]2)=[C:4]([I:12])[C:3]=1[O:13]C.B(Br)(Br)Br.CO. The catalyst is ClCCl. The product is [Cl:1][C:2]1[CH:11]=[C:10]2[C:5]([CH:6]=[CH:7][CH:8]=[N:9]2)=[C:4]([I:12])[C:3]=1[OH:13]. The yield is 0.930.